This data is from Forward reaction prediction with 1.9M reactions from USPTO patents (1976-2016). The task is: Predict the product of the given reaction. (1) Given the reactants [CH2:1]([N:4]1[C:12](=[O:13])[C:11]2[C:6](=[N:7][C:8]([NH:14][C:15]3[CH:20]=[CH:19][C:18]([N:21]4[CH2:26][CH2:25][N:24]([CH2:27][C:28]([N:30]([CH3:32])[CH3:31])=[O:29])[CH2:23][CH2:22]4)=[CH:17][CH:16]=3)=[N:9][CH:10]=2)[N:5]1[C:33]1[CH:38]=[CH:37][CH:36]=[C:35]([C:39](O)([CH3:41])[CH3:40])[N:34]=1)[CH:2]=[CH2:3].COCCN(S(F)(F)[F:53])CCOC.C(=O)([O-])O.[Na+], predict the reaction product. The product is: [CH2:1]([N:4]1[C:12](=[O:13])[C:11]2[C:6](=[N:7][C:8]([NH:14][C:15]3[CH:20]=[CH:19][C:18]([N:21]4[CH2:26][CH2:25][N:24]([CH2:27][C:28]([N:30]([CH3:32])[CH3:31])=[O:29])[CH2:23][CH2:22]4)=[CH:17][CH:16]=3)=[N:9][CH:10]=2)[N:5]1[C:33]1[CH:38]=[CH:37][CH:36]=[C:35]([C:39]([F:53])([CH3:41])[CH3:40])[N:34]=1)[CH:2]=[CH2:3]. (2) Given the reactants [C:1]([O:4][C@H:5]1[CH2:22][CH2:21][C@@:20]2([CH3:23])[C:7](=[CH:8][C:9](=[O:25])[C@@H:10]3[C@@H:19]2[CH2:18][CH2:17][C@@:15]2([CH3:16])[C@H:11]3[CH2:12][CH2:13][C:14]2=[O:24])[CH2:6]1)(=[O:3])[CH3:2], predict the reaction product. The product is: [C:1]([O:4][C@H:5]1[CH2:22][CH2:21][C@@:20]2([CH3:23])[CH:7]([CH2:8][C:9](=[O:25])[C@@H:10]3[C@@H:19]2[CH2:18][CH2:17][C@@:15]2([CH3:16])[C@H:11]3[CH2:12][CH2:13][C:14]2=[O:24])[CH2:6]1)(=[O:3])[CH3:2]. (3) Given the reactants [F:1][C:2]([F:24])([F:23])[C:3]1[CH:8]=[CH:7][C:6]([C:9]2[NH:10][C:11]([CH3:22])=[C:12]([CH2:14][N:15]3[CH2:20][CH2:19][C:18](=O)[CH2:17][CH2:16]3)[N:13]=2)=[CH:5][CH:4]=1.[CH2:25]([NH2:32])[C:26]1[CH:31]=[CH:30][CH:29]=[CH:28][CH:27]=1.C(O[BH-](OC(=O)C)OC(=O)C)(=O)C.[Na+].C(O)(=O)C, predict the reaction product. The product is: [CH2:25]([NH:32][CH:18]1[CH2:19][CH2:20][N:15]([CH2:14][C:12]2[N:13]=[C:9]([C:6]3[CH:7]=[CH:8][C:3]([C:2]([F:24])([F:23])[F:1])=[CH:4][CH:5]=3)[NH:10][C:11]=2[CH3:22])[CH2:16][CH2:17]1)[C:26]1[CH:31]=[CH:30][CH:29]=[CH:28][CH:27]=1. (4) Given the reactants [C:1]([C:5]1[CH:10]=[CH:9][C:8]([CH2:11][C:12]([C:14]2[CH:19]=[CH:18][N:17]=[CH:16][CH:15]=2)=[O:13])=[CH:7][CH:6]=1)([CH3:4])([CH3:3])[CH3:2].[Se](=O)=[O:21], predict the reaction product. The product is: [C:1]([C:5]1[CH:10]=[CH:9][C:8]([C:11](=[O:21])[C:12]([C:14]2[CH:15]=[CH:16][N:17]=[CH:18][CH:19]=2)=[O:13])=[CH:7][CH:6]=1)([CH3:4])([CH3:2])[CH3:3]. (5) Given the reactants C(OC([NH:11][C@H:12]([C:19]([NH:21][C:22]1[CH:23]=[C:24]([CH2:29][CH2:30][C:31]([O:33][C:34]([CH3:37])([CH3:36])[CH3:35])=[O:32])[CH:25]=[CH:26][C:27]=1[F:28])=[O:20])[CH:13]([C:15]([F:18])([F:17])[F:16])[CH3:14])=O)C1C=CC=CC=1, predict the reaction product. The product is: [F:28][C:27]1[CH:26]=[CH:25][C:24]([CH2:29][CH2:30][C:31]([O:33][C:34]([CH3:36])([CH3:37])[CH3:35])=[O:32])=[CH:23][C:22]=1[NH:21][C:19](=[O:20])[C@H:12]([CH:13]([C:15]([F:18])([F:17])[F:16])[CH3:14])[NH2:11]. (6) Given the reactants Cl[C:2]1[C:11]([CH3:12])=[CH:10][C:9]2[C:4](=[CH:5][CH:6]=[CH:7][CH:8]=2)[N:3]=1.[CH2:13]([N:15]1[CH2:20][CH2:19][NH:18][CH2:17][CH2:16]1)[CH3:14], predict the reaction product. The product is: [CH2:13]([N:15]1[CH2:20][CH2:19][N:18]([C:2]2[C:11]([CH3:12])=[CH:10][C:9]3[C:4](=[CH:5][CH:6]=[CH:7][CH:8]=3)[N:3]=2)[CH2:17][CH2:16]1)[CH3:14]. (7) Given the reactants [H-].[Al+3].[Li+].[H-].[H-].[H-].C([O:9][C:10]([C:12]1[C:13]([NH:20][CH3:21])=[N:14][C:15]([S:18][CH3:19])=[N:16][CH:17]=1)=O)C.N1C=CC=NC=1, predict the reaction product. The product is: [CH3:21][NH:20][C:13]1[C:12]([CH2:10][OH:9])=[CH:17][N:16]=[C:15]([S:18][CH3:19])[N:14]=1.